From a dataset of Full USPTO retrosynthesis dataset with 1.9M reactions from patents (1976-2016). Predict the reactants needed to synthesize the given product. (1) Given the product [C:1]([O:12][CH2:17][CH2:16][N:14]([CH3:15])[CH3:13])(=[O:11])/[CH:2]=[CH:3]/[CH2:4][CH2:5][CH2:6][CH2:7][CH2:8][CH2:9][CH3:10], predict the reactants needed to synthesize it. The reactants are: [C:1]([OH:12])(=[O:11])/[CH:2]=[CH:3]/[CH2:4][CH2:5][CH2:6][CH2:7][CH2:8][CH2:9][CH3:10].[CH3:13][N:14]([CH2:16][CH2:17]O)[CH3:15].Cl.CN(C)CCCN=C=NCC.Cl. (2) Given the product [I-:2].[OH:10][C:7]1[CH:8]=[CH:9][C:4]([CH3:3])=[CH:5][C:6]=1[CH:11]([C:19]1[CH:24]=[CH:23][CH:22]=[CH:21][CH:20]=1)[CH2:12][CH2:13][N+:14]1([CH3:1])[CH2:15][CH2:16][CH2:17][CH2:18]1, predict the reactants needed to synthesize it. The reactants are: [CH3:1][I:2].[CH3:3][C:4]1[CH:9]=[CH:8][C:7]([OH:10])=[C:6]([CH:11]([C:19]2[CH:24]=[CH:23][CH:22]=[CH:21][CH:20]=2)[CH2:12][CH2:13][N:14]2[CH2:18][CH2:17][CH2:16][CH2:15]2)[CH:5]=1. (3) Given the product [F:28][C:26]([F:27])([F:29])[C:23]1[N:21]2[N:22]=[C:17]([N:3]3[CH2:4][C@@H:5]4[N:8]([C:9]([O:11][C:12]([CH3:15])([CH3:14])[CH3:13])=[O:10])[C@@H:1]([CH2:7][CH2:6]4)[CH2:2]3)[CH:18]=[CH:19][C:20]2=[N:25][N:24]=1, predict the reactants needed to synthesize it. The reactants are: [C@H:1]12[N:8]([C:9]([O:11][C:12]([CH3:15])([CH3:14])[CH3:13])=[O:10])[C@H:5]([CH2:6][CH2:7]1)[CH2:4][NH:3][CH2:2]2.Cl[C:17]1[CH:18]=[CH:19][C:20]2[N:21]([C:23]([C:26]([F:29])([F:28])[F:27])=[N:24][N:25]=2)[N:22]=1. (4) Given the product [Cl:11][C:5]1[CH:4]=[C:3]2[C:2](=[C:7]([N+:8]([O-:10])=[O:9])[CH:6]=1)[NH:1][C:20]([Si:21]([CH3:24])([CH3:22])[CH3:23])=[C:19]2[C:13]1[CH:14]=[CH:15][CH:16]=[CH:17][CH:18]=1, predict the reactants needed to synthesize it. The reactants are: [NH2:1][C:2]1[C:7]([N+:8]([O-:10])=[O:9])=[CH:6][C:5]([Cl:11])=[CH:4][C:3]=1I.[C:13]1([C:19]#[C:20][Si:21]([CH3:24])([CH3:23])[CH3:22])[CH:18]=[CH:17][CH:16]=[CH:15][CH:14]=1.[Cl-].[Li+].C(N(CC)CC)C. (5) Given the product [Cl:1][C:2]1[CH:6]=[CH:5][S:4][C:3]=1[C:7]([NH:29][C@H:28]([C:30]([OH:32])=[O:31])[CH2:27][C:24]1[CH:23]=[CH:22][C:21]([O:20][CH2:19][CH2:18][C:16]2[CH:15]=[CH:14][CH:13]=[C:12]([NH:11][CH3:10])[N:17]=2)=[CH:26][N:25]=1)=[O:9], predict the reactants needed to synthesize it. The reactants are: [Cl:1][C:2]1[CH:6]=[CH:5][S:4][C:3]=1[C:7]([OH:9])=O.[CH3:10][NH:11][C:12]1[N:17]=[C:16]([CH2:18][CH2:19][O:20][C:21]2[CH:22]=[CH:23][C:24]([CH2:27][C@@H:28]([C:30]([O:32]C)=[O:31])[NH2:29])=[N:25][CH:26]=2)[CH:15]=[CH:14][CH:13]=1.OP=O.CCN=C=NCCCN(C)C.C([O-])(O)=O.[Na+].[OH-].[Na+]. (6) Given the product [F:9][C:5]1[CH:4]=[C:3]([N+:10]([O-:12])=[O:11])[C:2]([F:1])=[CH:7][C:6]=1[C:14]([CH3:13])([C:15]([O:17][CH2:18][CH3:19])=[O:16])[C:20]([O:22][CH2:23][CH3:24])=[O:21], predict the reactants needed to synthesize it. The reactants are: [F:1][C:2]1[CH:7]=[C:6](F)[C:5]([F:9])=[CH:4][C:3]=1[N+:10]([O-:12])=[O:11].[CH3:13][CH:14]([C:20]([O:22][CH2:23][CH3:24])=[O:21])[C:15]([O:17][CH2:18][CH3:19])=[O:16].[OH-].[Na+].